This data is from Full USPTO retrosynthesis dataset with 1.9M reactions from patents (1976-2016). The task is: Predict the reactants needed to synthesize the given product. (1) Given the product [F:9][C:10]1[CH:15]=[CH:14][CH:13]=[CH:12][C:11]=1[C:16]12[CH2:24][N:23]([C:38]3[N:39]=[CH:40][C:35]([F:34])=[CH:36][N:37]=3)[CH2:22][CH:21]1[CH2:20][S:19][C:18]([NH:25][C:26](=[O:33])[C:27]1[CH:28]=[CH:29][CH:30]=[CH:31][CH:32]=1)=[N:17]2, predict the reactants needed to synthesize it. The reactants are: CN(C)C(N(C)C)=N.[F:9][C:10]1[CH:15]=[CH:14][CH:13]=[CH:12][C:11]=1[C:16]12[CH2:24][NH:23][CH2:22][CH:21]1[CH2:20][S:19][C:18]([NH:25][C:26](=[O:33])[C:27]1[CH:32]=[CH:31][CH:30]=[CH:29][CH:28]=1)=[N:17]2.[F:34][C:35]1[CH:36]=[N:37][C:38](Cl)=[N:39][CH:40]=1.C(OCC)(=O)C. (2) Given the product [CH3:1][C:2]1[CH:7]=[C:6]([C:8]2[O:10][N:31]=[C:19]([C:20]3[CH:29]=[CH:28][C:23]([C:24]([O:26][CH3:27])=[O:25])=[CH:22][C:21]=3[F:30])[N:18]=2)[CH:5]=[CH:4][C:3]=1[C:11]1[CH:16]=[CH:15][CH:14]=[CH:13][C:12]=1[CH3:17], predict the reactants needed to synthesize it. The reactants are: [CH3:1][C:2]1[CH:7]=[C:6]([C:8]([OH:10])=O)[CH:5]=[CH:4][C:3]=1[C:11]1[CH:16]=[CH:15][CH:14]=[CH:13][C:12]=1[CH3:17].[NH2:18][C:19](=[N:31]O)[C:20]1[CH:29]=[CH:28][C:23]([C:24]([O:26][CH3:27])=[O:25])=[CH:22][C:21]=1[F:30]. (3) Given the product [Br:29][CH2:30][C:31]([CH2:3][CH:2]([CH2:4][CH2:5][CH2:6][C@H:7]([C@@H:9]1[C@:27]2([CH3:28])[C@H:12]([C@H:13]3[C@H:24]([CH2:25][CH2:26]2)[C@:22]2([CH3:23])[C:16]([CH2:17][C@H:18]([CH2:20][CH2:21]2)[OH:19])=[CH:15][CH2:14]3)[CH2:11][CH2:10]1)[CH3:8])[CH3:1])=[O:32], predict the reactants needed to synthesize it. The reactants are: [CH3:1][CH:2]([CH2:4][CH2:5][CH2:6][C@H:7]([C@@H:9]1[C@:27]2([CH3:28])[C@H:12]([C@H:13]3[C@H:24]([CH2:25][CH2:26]2)[C@:22]2([CH3:23])[C:16]([CH2:17][C@H:18]([CH2:20][CH2:21]2)[OH:19])=[CH:15][CH2:14]3)[CH2:11][CH2:10]1)[CH3:8])[CH3:3].[Br:29][CH2:30][C:31](O)=[O:32]. (4) Given the product [Br:4][C:5]1[CH:10]=[CH:9][C:8]([O:11][CH3:12])=[C:7]([CH2:13][CH2:14][N:2]([CH3:3])[CH3:1])[CH:6]=1, predict the reactants needed to synthesize it. The reactants are: [CH3:1][NH:2][CH3:3].[Br:4][C:5]1[CH:10]=[CH:9][C:8]([O:11][CH3:12])=[C:7]([CH2:13][CH2:14]Br)[CH:6]=1. (5) Given the product [F:4][C:2]([C:5]1[CH:10]=[C:9]([CH:8]=[CH:7][N:6]=1)[C:11]([OH:12])=[O:18])([F:1])[CH3:3], predict the reactants needed to synthesize it. The reactants are: [F:1][C:2]([C:5]1[CH:10]=[C:9]([CH3:11])[CH:8]=[CH:7][N:6]=1)([F:4])[CH3:3].[O-:12][Mn](=O)(=O)=O.[K+].[OH2:18]. (6) Given the product [Cl:3][C:4]1[N:9]=[CH:8][N:7]=[C:6]([C:10]([C:12]2[CH:21]=[CH:20][C:15]3[N:16]([CH3:23])[C:17](=[O:19])[O:18][C:14]=3[CH:13]=2)=[O:11])[CH:5]=1, predict the reactants needed to synthesize it. The reactants are: [H-].[Na+].[Cl:3][C:4]1[N:9]=[CH:8][N:7]=[C:6]([C:10]([C:12]2[CH:21]=[CH:20][C:15]3[NH:16][C:17](=[O:19])[O:18][C:14]=3[CH:13]=2)=[O:11])[CH:5]=1.I[CH3:23]. (7) Given the product [Cl:1][C:2]1[C:3]([I:11])=[C:4]([NH:12][CH:13]([CH2:16][CH3:17])[CH2:14][CH3:15])[C:5]([C:8]#[N:9])=[N:6][CH:7]=1, predict the reactants needed to synthesize it. The reactants are: [Cl:1][C:2]1[C:3]([I:11])=[C:4](F)[C:5]([C:8]#[N:9])=[N:6][CH:7]=1.[NH2:12][CH:13]([CH2:16][CH3:17])[CH2:14][CH3:15].